Dataset: Peptide-MHC class I binding affinity with 185,985 pairs from IEDB/IMGT. Task: Regression. Given a peptide amino acid sequence and an MHC pseudo amino acid sequence, predict their binding affinity value. This is MHC class I binding data. (1) The peptide sequence is FAFHKEGAF. The MHC is HLA-B15:01 with pseudo-sequence HLA-B15:01. The binding affinity (normalized) is 0.298. (2) The peptide sequence is MLVYCFLGY. The MHC is HLA-A33:01 with pseudo-sequence HLA-A33:01. The binding affinity (normalized) is 0.177. (3) The peptide sequence is DHQLDPAFR. The MHC is HLA-A68:01 with pseudo-sequence HLA-A68:01. The binding affinity (normalized) is 0.0749.